From a dataset of Peptide-MHC class I binding affinity with 185,985 pairs from IEDB/IMGT. Regression. Given a peptide amino acid sequence and an MHC pseudo amino acid sequence, predict their binding affinity value. This is MHC class I binding data. (1) The peptide sequence is GLNKIVRMY. The MHC is Mamu-B03 with pseudo-sequence Mamu-B03. The binding affinity (normalized) is 0.341. (2) The peptide sequence is VYALCTLLHL. The MHC is HLA-A01:01 with pseudo-sequence HLA-A01:01. The binding affinity (normalized) is 0.0850. (3) The peptide sequence is IIANARIEV. The MHC is HLA-A11:01 with pseudo-sequence HLA-A11:01. The binding affinity (normalized) is 0.0847. (4) The peptide sequence is CINGVCWTV. The MHC is HLA-A68:02 with pseudo-sequence HLA-A68:02. The binding affinity (normalized) is 0.447. (5) The peptide sequence is ASDRISGIL. The MHC is HLA-A31:01 with pseudo-sequence HLA-A31:01. The binding affinity (normalized) is 0.0847. (6) The peptide sequence is DINVIGLIV. The MHC is HLA-A03:01 with pseudo-sequence HLA-A03:01. The binding affinity (normalized) is 0.163.